From a dataset of Peptide-MHC class II binding affinity with 134,281 pairs from IEDB. Regression. Given a peptide amino acid sequence and an MHC pseudo amino acid sequence, predict their binding affinity value. This is MHC class II binding data. (1) The peptide sequence is FELQIVDKIDAAFKI. The MHC is DRB4_0101 with pseudo-sequence DRB4_0103. The binding affinity (normalized) is 0.401. (2) The peptide sequence is GVDNFCVKVLAPYMP. The MHC is HLA-DQA10201-DQB10303 with pseudo-sequence HLA-DQA10201-DQB10303. The binding affinity (normalized) is 0.399. (3) The binding affinity (normalized) is 0.640. The peptide sequence is AFSIRPGLLIGFGLR. The MHC is DRB1_0801 with pseudo-sequence DRB1_0801.